Task: Predict the reactants needed to synthesize the given product.. Dataset: Full USPTO retrosynthesis dataset with 1.9M reactions from patents (1976-2016) (1) Given the product [F:1][C:2]1[N:3]=[CH:4][CH:5]=[CH:6][C:7]=1[C:8]([NH:44][C:45]1[CH:46]=[CH:47][C:48]([O:49][C:50]2[C:55]([C:56]3[CH:61]=[CH:60][N:59]=[C:58]([NH:62][CH3:63])[N:57]=3)=[CH:54][CH:53]=[CH:52][N:51]=2)=[CH:64][CH:65]=1)=[O:10], predict the reactants needed to synthesize it. The reactants are: [F:1][C:2]1[C:7]([C:8]([OH:10])=O)=[CH:6][CH:5]=[CH:4][N:3]=1.CN(C(ON1N=NC2C=CC=NC1=2)=[N+](C)C)C.F[P-](F)(F)(F)(F)F.CCN(C(C)C)C(C)C.[NH2:44][C:45]1[CH:65]=[CH:64][C:48]([O:49][C:50]2[C:55]([C:56]3[CH:61]=[CH:60][N:59]=[C:58]([NH:62][CH3:63])[N:57]=3)=[CH:54][CH:53]=[CH:52][N:51]=2)=[CH:47][CH:46]=1. (2) Given the product [Br:1][C:2]1[N:3]([S:19]([C:15]2[CH:14]=[N:13][CH:18]=[CH:17][CH:16]=2)(=[O:21])=[O:20])[CH:4]=[C:5]2[C:9](=[O:10])[CH2:8][CH2:7][C:6]=12, predict the reactants needed to synthesize it. The reactants are: [Br:1][C:2]1[NH:3][CH:4]=[C:5]2[C:9](=[O:10])[CH2:8][CH2:7][C:6]=12.[H-].[Na+].[N:13]1[CH:18]=[CH:17][CH:16]=[C:15]([S:19](Cl)(=[O:21])=[O:20])[CH:14]=1.O. (3) Given the product [Br:6][C:7]1[CH:8]=[C:9]([CH:13]([NH:15][C:1](=[O:4])[CH2:2][CH3:3])[CH3:14])[CH:10]=[N:11][CH:12]=1, predict the reactants needed to synthesize it. The reactants are: [C:1](Cl)(=[O:4])[CH2:2][CH3:3].[Br:6][C:7]1[CH:8]=[C:9]([CH:13]([NH2:15])[CH3:14])[CH:10]=[N:11][CH:12]=1.CCN(CC)CC. (4) The reactants are: COC(=O)COC1C=C(OC)C(SCCC=O)=CC=1C.C(NCC)C1C=CC=CC=1.C[O:32][C:33](=[O:64])[CH2:34][O:35][C:36]1[CH:41]=[C:40]([O:42][CH3:43])[C:39]([S:44][CH2:45][CH2:46][CH2:47][N:48]([CH2:61][CH3:62])[C:49]2[CH:54]=[CH:53][C:52]([C:55]3[CH:60]=[CH:59]C=CC=3)=CN=2)=[CH:38][C:37]=1[CH3:63]. Given the product [CH2:49]([N:48]([CH2:61][CH3:62])[CH2:47][CH2:46][CH2:45][S:44][C:39]1[C:40]([O:42][CH3:43])=[CH:41][C:36]([O:35][CH2:34][C:33]([OH:32])=[O:64])=[C:37]([CH3:63])[CH:38]=1)[C:54]1[CH:53]=[CH:52][CH:55]=[CH:60][CH:59]=1, predict the reactants needed to synthesize it.